From a dataset of Forward reaction prediction with 1.9M reactions from USPTO patents (1976-2016). Predict the product of the given reaction. (1) Given the reactants [F:1][C:2]([F:32])([F:31])[C:3]1[CH:26]=[C:25]([C:27]([F:30])([F:29])[F:28])[CH:24]=[CH:23][C:4]=1[CH2:5][O:6][C:7]1[CH:12]=[CH:11][C:10](/[CH:13]=[C:14]2/[C:15](=S)[NH:16][C:17](=[O:19])[S:18]/2)=[CH:9][C:8]=1[O:21][CH3:22].[CH2:33]([N:35]([CH2:39][CH3:40])[CH2:36][CH2:37][NH2:38])[CH3:34], predict the reaction product. The product is: [F:32][C:2]([F:1])([F:31])[C:3]1[CH:26]=[C:25]([C:27]([F:28])([F:30])[F:29])[CH:24]=[CH:23][C:4]=1[CH2:5][O:6][C:7]1[CH:12]=[CH:11][C:10](/[CH:13]=[C:14]2/[C:15]([NH:38][CH2:37][CH2:36][N:35]([CH2:39][CH3:40])[CH2:33][CH3:34])=[N:16][C:17](=[O:19])[S:18]/2)=[CH:9][C:8]=1[O:21][CH3:22]. (2) Given the reactants [F:1][C:2]1[CH:22]=[CH:21][C:5]([CH2:6][CH:7]2[CH2:16][C:15]3[C:10](=[CH:11][CH:12]=[CH:13][CH:14]=3)[CH2:9][N:8]2[CH2:17][CH2:18][CH2:19][NH2:20])=[CH:4][CH:3]=1.[C:23]([C:26]1[CH:31]=[CH:30][C:29]([N:32]=[C:33]=[O:34])=[CH:28][CH:27]=1)(=[O:25])[CH3:24], predict the reaction product. The product is: [C:23]([C:26]1[CH:31]=[CH:30][C:29]([NH:32][C:33]([NH:20][CH2:19][CH2:18][CH2:17][N:8]2[CH:7]([CH2:6][C:5]3[CH:21]=[CH:22][C:2]([F:1])=[CH:3][CH:4]=3)[CH2:16][C:15]3[C:10](=[CH:11][CH:12]=[CH:13][CH:14]=3)[CH2:9]2)=[O:34])=[CH:28][CH:27]=1)(=[O:25])[CH3:24]. (3) Given the reactants [CH3:1][C:2]1[N:3]=[CH:4][S:5][C:6]=1[CH3:7].[C:8]1([CH3:21])[CH:13]=[C:12]([CH3:14])[CH:11]=[C:10]([CH3:15])[C:9]=1[S:16]([NH:19]O)(=[O:18])=[O:17].CC[O:24]CC, predict the reaction product. The product is: [C:8]1([CH3:21])[CH:13]=[C:12]([CH3:14])[CH:11]=[C:10]([CH3:15])[C:9]=1[S:16]([O-:24])(=[O:18])=[O:17].[NH2:19][N+:3]1[C:2]([CH3:1])=[C:6]([CH3:7])[S:5][CH:4]=1.